Dataset: Forward reaction prediction with 1.9M reactions from USPTO patents (1976-2016). Task: Predict the product of the given reaction. Given the reactants [CH:1]([C:3]1[CH:8]=[CH:7][C:6](/[CH:9]=[CH:10]/[C:11]([OH:13])=[O:12])=[CH:5][CH:4]=1)=[O:2].OS(O)(=O)=O.[CH3:19]O, predict the reaction product. The product is: [CH:1]([C:3]1[CH:8]=[CH:7][C:6](/[CH:9]=[CH:10]/[C:11]([O:13][CH3:19])=[O:12])=[CH:5][CH:4]=1)=[O:2].